From a dataset of Reaction yield outcomes from USPTO patents with 853,638 reactions. Predict the reaction yield, written as a fraction of the theoretical maximum amount of product (1.0 means a 100% yield; for example, 0.34 means a 34% yield). (1) The reactants are [CH:1]1([CH2:4][O:5][NH:6][C:7]([C:9]2[C:24]([NH:25][C:26]3[CH:31]=[CH:30][C:29]([Br:32])=[CH:28][C:27]=3[CH3:33])=[C:23]([F:34])[C:12]3[N:13]=[CH:14][N:15]([CH2:16][CH2:17][CH2:18][CH:19]([OH:22])CO)[C:11]=3[CH:10]=2)=[O:8])[CH2:3][CH2:2]1.C1COCC1.P([O-])([O-])([O-])=O.I([O-])(=O)(=O)=O.[Na+]. The catalyst is C(OCC)(=O)C. The product is [CH:1]1([CH2:4][O:5][NH:6][C:7]([C:9]2[C:24]([NH:25][C:26]3[CH:31]=[CH:30][C:29]([Br:32])=[CH:28][C:27]=3[CH3:33])=[C:23]([F:34])[C:12]3[N:13]=[CH:14][N:15]([CH2:16][CH2:17][CH2:18][CH:19]=[O:22])[C:11]=3[CH:10]=2)=[O:8])[CH2:3][CH2:2]1. The yield is 0.820. (2) The reactants are [CH2:1]([O:3][C:4](=[O:17])[C:5](=O)[CH2:6][C:7]([C:9]1[CH:14]=[CH:13][CH:12]=[C:11]([Cl:15])[CH:10]=1)=[O:8])[CH3:2].Cl.[NH2:19]O. The catalyst is CO. The product is [CH2:1]([O:3][C:4]([C:5]1[CH:6]=[C:7]([C:9]2[CH:14]=[CH:13][CH:12]=[C:11]([Cl:15])[CH:10]=2)[O:8][N:19]=1)=[O:17])[CH3:2]. The yield is 0.710. (3) The reactants are C1(N2C[C@@H](C3C=CC=CC=3)N([CH:18]3[CH2:23][CH2:22][NH:21][CH2:20][CH2:19]3)C2=O)CCCCC1.C(O[C:30](=[O:42])[NH:31][C@H:32]([C:35]1[CH:40]=[CH:39][CH:38]=[C:37]([Cl:41])[CH:36]=1)[CH2:33][NH2:34])(C)(C)C.C(OC(=O)N[C@H](C1C=CC=CC=1)CN)(C)(C)C.[O:60]1[CH2:65][CH2:64][CH2:63][CH2:62][C:61]1=O.C1(=O)CCCCC1. No catalyst specified. The product is [Cl:41][C:37]1[CH:36]=[C:35]([C@@H:32]2[CH2:33][N:34]([CH:63]3[CH2:64][CH2:65][O:60][CH2:61][CH2:62]3)[C:30](=[O:42])[N:31]2[CH:18]2[CH2:19][CH2:20][NH:21][CH2:22][CH2:23]2)[CH:40]=[CH:39][CH:38]=1. The yield is 0.887. (4) The reactants are N1C(C2C=CC([C:12]3[C:21](C)=[CH:20][C:19]4[C:14](=[CH:15][CH:16]=[C:17]([O:23]C)[CH:18]=4)[N:13]=3)=CC=2)=NN=N1.B(Br)(Br)Br.C(Cl)[Cl:30]. No catalyst specified. The product is [Cl:30][C:12]1[CH:21]=[CH:20][C:19]2[C:14](=[CH:15][CH:16]=[C:17]([OH:23])[CH:18]=2)[N:13]=1. The yield is 0.700. (5) The reactants are [F:1][C:2]1[C:3]([O:33][CH3:34])=[CH:4][C:5]([NH:12][C:13]2[CH:18]=[CH:17][C:16]([N:19]3[CH2:22][CH:21]([O:23][CH2:24][CH2:25][O:26]C4CCCCO4)[CH2:20]3)=[CH:15][CH:14]=2)=[C:6]([NH:8][C:9](=[O:11])[CH3:10])[CH:7]=1.Cl.C(O)(C)C.C(=O)([O-])O.[Na+]. The catalyst is CO. The product is [F:1][C:2]1[C:3]([O:33][CH3:34])=[CH:4][C:5]([NH:12][C:13]2[CH:14]=[CH:15][C:16]([N:19]3[CH2:22][CH:21]([O:23][CH2:24][CH2:25][OH:26])[CH2:20]3)=[CH:17][CH:18]=2)=[C:6]([NH:8][C:9](=[O:11])[CH3:10])[CH:7]=1. The yield is 0.730. (6) The product is [O:20]1[C:16]2[CH:15]=[C:14]([C:11]3([C:9]([NH:8][C:6]4[N:7]=[C:2]([C:30]5[CH:29]=[CH:28][N:27]=[C:26]([O:25][CH3:24])[CH:31]=5)[C:3]([CH3:23])=[CH:4][CH:5]=4)=[O:10])[CH2:13][CH2:12]3)[CH:22]=[CH:21][C:17]=2[CH2:18][CH2:19]1. The reactants are Cl[C:2]1[N:7]=[C:6]([NH:8][C:9]([C:11]2([C:14]3[CH:22]=[CH:21][C:17]4[CH2:18][CH2:19][O:20][C:16]=4[CH:15]=3)[CH2:13][CH2:12]2)=[O:10])[CH:5]=[CH:4][C:3]=1[CH3:23].[CH3:24][O:25][C:26]1[CH:31]=[CH:30][C:29](B(O)O)=[CH:28][N:27]=1. The catalyst is COCCOC.C([O-])([O-])=O.[Na+].[Na+].C(OCC)(=O)C.C1C=CC([P]([Pd]([P](C2C=CC=CC=2)(C2C=CC=CC=2)C2C=CC=CC=2)([P](C2C=CC=CC=2)(C2C=CC=CC=2)C2C=CC=CC=2)[P](C2C=CC=CC=2)(C2C=CC=CC=2)C2C=CC=CC=2)(C2C=CC=CC=2)C2C=CC=CC=2)=CC=1. The yield is 0.490. (7) The reactants are [ClH:1].[Br:2][C:3]1[CH:20]=[CH:19][C:6]([CH2:7][N:8]2[C:12](=[O:13])[CH2:11][C:10]3([CH2:18][CH2:17][NH:16][CH2:15][CH2:14]3)[CH2:9]2)=[CH:5][CH:4]=1.[C:21]1([CH:27]([C:31]2[CH:36]=[CH:35][CH:34]=[CH:33][CH:32]=2)[CH2:28][CH2:29]Br)[CH:26]=[CH:25][CH:24]=[CH:23][CH:22]=1.C(=O)([O-])[O-].[K+].[K+].O. The catalyst is CN(C=O)C. The product is [ClH:1].[Br:2][C:3]1[CH:4]=[CH:5][C:6]([CH2:7][N:8]2[C:12](=[O:13])[CH2:11][C:10]3([CH2:14][CH2:15][N:16]([CH2:29][CH2:28][CH:27]([C:21]4[CH:26]=[CH:25][CH:24]=[CH:23][CH:22]=4)[C:31]4[CH:36]=[CH:35][CH:34]=[CH:33][CH:32]=4)[CH2:17][CH2:18]3)[CH2:9]2)=[CH:19][CH:20]=1. The yield is 0.510. (8) The reactants are [N:1]12[CH2:8][CH2:7][C:4]([C:9]([C:17]3[CH:22]=[CH:21][CH:20]=[CH:19][CH:18]=3)([C:11]3[CH:16]=[CH:15][CH:14]=[CH:13][CH:12]=3)[OH:10])([CH2:5][CH2:6]1)[CH2:3][CH2:2]2.[Br:23][CH2:24][CH2:25][O:26][CH2:27][C:28]1[CH:33]=[CH:32][CH:31]=[C:30]([O:34][CH3:35])[CH:29]=1. The catalyst is CC#N. The product is [Br-:23].[OH:10][C:9]([C:17]1[CH:22]=[CH:21][CH:20]=[CH:19][CH:18]=1)([C:11]1[CH:12]=[CH:13][CH:14]=[CH:15][CH:16]=1)[C:4]12[CH2:5][CH2:6][N+:1]([CH2:24][CH2:25][O:26][CH2:27][C:28]3[CH:33]=[CH:32][CH:31]=[C:30]([O:34][CH3:35])[CH:29]=3)([CH2:2][CH2:3]1)[CH2:8][CH2:7]2. The yield is 0.140.